Dataset: Forward reaction prediction with 1.9M reactions from USPTO patents (1976-2016). Task: Predict the product of the given reaction. (1) The product is: [F:33][C:12]([F:11])([F:32])[C:13]1[CH:27]=[C:26]([C:28]([F:31])([F:30])[F:29])[CH:25]=[CH:24][C:14]=1[CH2:15][N:16]1[CH2:21][CH2:20][CH:19](/[CH:22]=[C:9]2\[S:8][C:7](=[O:10])[N:3]3[CH2:4][CH2:5][CH2:6][N:1]=[C:2]\23)[CH2:18][CH2:17]1. Given the reactants [N:1]1[CH2:6][CH2:5][CH2:4][N:3]2[C:7](=[O:10])[S:8][CH2:9][C:2]=12.[F:11][C:12]([F:33])([F:32])[C:13]1[CH:27]=[C:26]([C:28]([F:31])([F:30])[F:29])[CH:25]=[CH:24][C:14]=1[CH2:15][N:16]1[CH2:21][CH2:20][CH:19]([CH:22]=O)[CH2:18][CH2:17]1.C([O-])(=O)C.[NH2+]1CCCCC1, predict the reaction product. (2) Given the reactants C([O:5][C:6](=[O:21])[CH2:7][N:8]1[C:16]2[C:11](=[CH:12][C:13]([Cl:17])=[CH:14][CH:15]=2)[C:10]([C:18](=[O:20])[NH2:19])=[CH:9]1)(C)(C)C.C(O)(C(F)(F)F)=O.CO, predict the reaction product. The product is: [C:18]([C:10]1[C:11]2[C:16](=[CH:15][CH:14]=[C:13]([Cl:17])[CH:12]=2)[N:8]([CH2:7][C:6]([OH:21])=[O:5])[CH:9]=1)(=[O:20])[NH2:19]. (3) Given the reactants [CH3:1][S:2](Cl)(=[O:4])=[O:3].[F:6][C:7]([F:26])([F:25])[C:8]1[CH:9]=[C:10]([S:14]([N:17]2[CH2:22][CH2:21][CH2:20][CH2:19][CH:18]2[CH2:23][OH:24])(=[O:16])=[O:15])[CH:11]=[CH:12][CH:13]=1.C(N(CC)CC)C, predict the reaction product. The product is: [CH3:1][S:2]([O:24][CH2:23][CH:18]1[CH2:19][CH2:20][CH2:21][CH2:22][N:17]1[S:14]([C:10]1[CH:11]=[CH:12][CH:13]=[C:8]([C:7]([F:6])([F:25])[F:26])[CH:9]=1)(=[O:15])=[O:16])(=[O:4])=[O:3]. (4) The product is: [OH:31][C:9]1[CH:10]=[CH:11][C:12]2[C:13]([C:17]3[CH:22]=[CH:21][CH:20]=[CH:19][C:18]=3[C:23]([N:25]3[CH2:26][CH2:27][N:28]([C:41](=[O:42])[CH2:40][O:39][CH2:38][C:37]([OH:44])=[O:43])[CH2:29][CH2:30]3)=[O:24])=[C:14]3[C:5]([O:6][C:7]=2[CH:8]=1)=[CH:4][C:3](=[O:2])[CH:16]=[CH:15]3. Given the reactants Cl.[OH:2][C:3]1[CH:4]=[C:5]2[C:14](=[CH:15][CH:16]=1)[C:13]([C:17]1[CH:22]=[CH:21][CH:20]=[CH:19][C:18]=1[C:23]([N:25]1[CH2:30][CH2:29][NH:28][CH2:27][CH2:26]1)=[O:24])=[C:12]1[C:7](=[CH:8][C:9](=[O:31])[CH:10]=[CH:11]1)[O:6]2.C(=O)(O)[O-].[Na+].[C:37]1(=[O:44])[O:43][C:41](=[O:42])[CH2:40][O:39][CH2:38]1.Cl.[Cl-].[Na+], predict the reaction product. (5) Given the reactants [NH2:1][C:2]1[CH:7]=[CH:6][C:5]([N:8]2[CH:17]=[CH:16][C:15]3[C:10](=[CH:11][CH:12]=[CH:13][CH:14]=3)[C:9]2=[O:18])=[CH:4][CH:3]=1.Cl.Cl[CH2:21][CH2:22][NH:23][CH2:24][CH2:25]Cl.C(=O)([O-])[O-].[K+].[K+], predict the reaction product. The product is: [N:1]1([C:2]2[CH:7]=[CH:6][C:5]([N:8]3[CH:17]=[CH:16][C:15]4[C:10](=[CH:11][CH:12]=[CH:13][CH:14]=4)[C:9]3=[O:18])=[CH:4][CH:3]=2)[CH2:25][CH2:24][NH:23][CH2:22][CH2:21]1.